This data is from Reaction yield outcomes from USPTO patents with 853,638 reactions. The task is: Predict the reaction yield, written as a fraction of the theoretical maximum amount of product (1.0 means a 100% yield; for example, 0.34 means a 34% yield). (1) The reactants are [C:1]([O:5][C:6]([NH:8][C@@H:9]([CH2:13][C:14]1[CH:19]=[CH:18][C:17]([N+:20]([O-:22])=[O:21])=[CH:16][CH:15]=1)[C:10]([OH:12])=O)=[O:7])([CH3:4])([CH3:3])[CH3:2].C(N(CC)CC)C.ClC(OCC(C)C)=O.[N+:38](=[CH2:40])=[N-:39]. The catalyst is C1COCC1.CCOCC. The product is [C:1]([O:5][C:6](=[O:7])[NH:8][C@@H:9]([CH2:13][C:14]1[CH:19]=[CH:18][C:17]([N+:20]([O-:22])=[O:21])=[CH:16][CH:15]=1)[C:10](=[O:12])[CH:40]=[N+:38]=[N-:39])([CH3:2])([CH3:3])[CH3:4]. The yield is 0.820. (2) The reactants are [Na+].[CH2:2]([N:9]1[CH2:14][CH2:13][C:12]([NH:18][C:19]2[CH:24]=[CH:23][CH:22]=[CH:21][CH:20]=2)([C:15]([O-:17])=[O:16])[CH2:11][CH2:10]1)[C:3]1[CH:8]=[CH:7][CH:6]=[CH:5][CH:4]=1.[C:25](O[C:25](=[O:32])[C:26]1[CH:31]=[CH:30][CH:29]=[CH:28][CH:27]=1)(=[O:32])[C:26]1[CH:31]=[CH:30][CH:29]=[CH:28][CH:27]=1.C(N(CC)CC)C.[CH2:49](O)[C:50]1[CH:55]=[CH:54][CH:53]=[CH:52][CH:51]=1. The catalyst is C(OCC)(=O)C.O. The product is [CH2:49]([O:16][C:15]([C:12]1([N:18]([C:25](=[O:32])[C:26]2[CH:27]=[CH:28][CH:29]=[CH:30][CH:31]=2)[C:19]2[CH:24]=[CH:23][CH:22]=[CH:21][CH:20]=2)[CH2:11][CH2:10][N:9]([CH2:2][C:3]2[CH:4]=[CH:5][CH:6]=[CH:7][CH:8]=2)[CH2:14][CH2:13]1)=[O:17])[C:50]1[CH:55]=[CH:54][CH:53]=[CH:52][CH:51]=1. The yield is 0.540. (3) The reactants are [CH3:1][N:2]1[C:10]2[CH:9]=[CH:8][CH:7]=[C:6]([CH:11]=O)[C:5]=2[CH:4]=[CH:3]1.[CH3:13][NH2:14].[BH4-].[Na+].O. The catalyst is CO. The product is [CH3:13][NH:14][CH2:11][C:6]1[CH:7]=[CH:8][CH:9]=[C:10]2[C:5]=1[CH:4]=[CH:3][N:2]2[CH3:1]. The yield is 0.920. (4) The reactants are [N+:1]([C:4]1[CH:5]=[N:6][NH:7][CH:8]=1)([O-:3])=[O:2].C(=O)([O-])[O-].[Cs+].[Cs+].Cl[CH2:16][C:17]1[C:18]([CH3:23])=[N:19][O:20][C:21]=1[CH3:22]. The catalyst is CN(C=O)C.O. The product is [CH3:23][C:18]1[C:17]([CH2:16][N:6]2[CH:5]=[C:4]([N+:1]([O-:3])=[O:2])[CH:8]=[N:7]2)=[C:21]([CH3:22])[O:20][N:19]=1. The yield is 0.670. (5) The reactants are [Cl:1][C:2]1[C:7]([Cl:8])=[CH:6][C:5]([NH2:9])=[C:4]([CH:10]=[CH2:11])[CH:3]=1. The catalyst is CO.[Pd]. The product is [Cl:1][C:2]1[C:7]([Cl:8])=[CH:6][C:5]([NH2:9])=[C:4]([CH2:10][CH3:11])[CH:3]=1. The yield is 0.800. (6) The reactants are [Cl:1][C:2]1[C:7]([N+:8]([O-])=O)=[CH:6][CH:5]=[CH:4][N:3]=1.[CH:11]([Mg]Br)=[CH2:12]. The catalyst is C1COCC1. The product is [Cl:1][C:2]1[N:3]=[CH:4][CH:5]=[C:6]2[CH:12]=[CH:11][NH:8][C:7]=12. The yield is 0.260. (7) The reactants are [CH2:1]([N:8]1[CH2:13][CH2:12][CH2:11][C:10](=[O:14])[CH2:9]1)[C:2]1[CH:7]=[CH:6][CH:5]=[CH:4][CH:3]=1.[CH3:15][O:16][C:17]1[CH:22]=[CH:21][C:20]([Mg]Br)=[CH:19][CH:18]=1. The catalyst is C1COCC1.[Cl-].[NH4+]. The product is [CH2:1]([N:8]1[CH2:13][CH2:12][CH2:11][C:10]([C:20]2[CH:21]=[CH:22][C:17]([O:16][CH3:15])=[CH:18][CH:19]=2)([OH:14])[CH2:9]1)[C:2]1[CH:3]=[CH:4][CH:5]=[CH:6][CH:7]=1. The yield is 0.389. (8) The catalyst is O1CCCC1. The reactants are Cl[C:2]1[C:7]([C:8]([O:10][CH2:11][CH3:12])=[O:9])=[CH:6][N:5]=[C:4]([S:13][CH3:14])[N:3]=1.[CH3:15][NH2:16]. The yield is 0.960. The product is [CH3:15][NH:16][C:2]1[C:7]([C:8]([O:10][CH2:11][CH3:12])=[O:9])=[CH:6][N:5]=[C:4]([S:13][CH3:14])[N:3]=1. (9) The reactants are C(OC(=O)[NH:7][C:8]1([CH2:16][CH2:17][C:18]2[CH:23]=[CH:22][C:21]([S:24](=[O:36])(=[O:35])[N:25]([C:27]3[CH:32]=[CH:31][CH:30]=[C:29]([O:33][CH3:34])[CH:28]=3)[CH3:26])=[CH:20][CH:19]=2)[CH2:13][O:12]C(C)(C)[O:10][CH2:9]1)(C)(C)C.C(OC(=O)NC1(CCC2C=CC(S(N3C4C(=CC=C(OC)C=4)C(C(=O)C4C=C(OC)C(OC)=C(OC)C=4)=C3)(=O)=O)=CC=2)COC(C)(C)OC1)(C)(C)C. No catalyst specified. The product is [NH2:7][C:8]([CH2:9][OH:10])([CH2:13][OH:12])[CH2:16][CH2:17][C:18]1[CH:23]=[CH:22][C:21]([S:24]([N:25]([C:27]2[CH:32]=[CH:31][CH:30]=[C:29]([O:33][CH3:34])[CH:28]=2)[CH3:26])(=[O:35])=[O:36])=[CH:20][CH:19]=1. The yield is 0.800.